This data is from Catalyst prediction with 721,799 reactions and 888 catalyst types from USPTO. The task is: Predict which catalyst facilitates the given reaction. (1) Reactant: [O:1]1[C:5]2([CH2:10][CH2:9][CH:8]([C:11]([O:13][CH2:14][CH3:15])=[O:12])[CH2:7][CH2:6]2)[O:4][CH2:3][CH2:2]1.[Li+].CC([N-]C(C)C)C.[C:24](=O)([O:27]C)[O:25][CH3:26]. Product: [O:1]1[C:5]2([CH2:10][CH2:9][C:8]([C:24]([O:25][CH3:26])=[O:27])([C:11]([O:13][CH2:14][CH3:15])=[O:12])[CH2:7][CH2:6]2)[O:4][CH2:3][CH2:2]1. The catalyst class is: 1. (2) Reactant: [F:1][C:2]([F:19])([F:18])[C:3]1[CH:8]=[C:7]([C:9]2[CH:10]=[N:11][C:12]([C@@H:15]([NH2:17])[CH3:16])=[CH:13][CH:14]=2)[CH:6]=[CH:5][N:4]=1.[F:20][C@H:21]([C@H:23]1[CH2:27][O:26][C:25](=[O:28])[N:24]1[C:29]1[CH:34]=[CH:33][N:32]=[C:31](F)[N:30]=1)[CH3:22].CCN(C(C)C)C(C)C. Product: [F:20][C@H:21]([C@H:23]1[CH2:27][O:26][C:25](=[O:28])[N:24]1[C:29]1[CH:34]=[CH:33][N:32]=[C:31]([NH:17][C@H:15]([C:12]2[N:11]=[CH:10][C:9]([C:7]3[CH:6]=[CH:5][N:4]=[C:3]([C:2]([F:1])([F:18])[F:19])[CH:8]=3)=[CH:14][CH:13]=2)[CH3:16])[N:30]=1)[CH3:22]. The catalyst class is: 16. (3) Reactant: [CH2:1]([O:3][C:4]1[CH:9]=[CH:8][C:7]([C:10]2[CH:15]=[CH:14][C:13]([CH:16]=O)=[CH:12][CH:11]=2)=[C:6]([F:18])[C:5]=1[F:19])[CH3:2].C(OP([CH2:28][C:29]([O:31][CH2:32][CH3:33])=[O:30])(OCC)=O)C.C1(C)C=CC=CC=1.[O-]CC.[Na+]. Product: [CH2:1]([O:3][C:4]1[CH:9]=[CH:8][C:7]([C:10]2[CH:15]=[CH:14][C:13]([CH2:16][CH2:28][C:29]([O:31][CH2:32][CH3:33])=[O:30])=[CH:12][CH:11]=2)=[C:6]([F:18])[C:5]=1[F:19])[CH3:2]. The catalyst class is: 40. (4) Reactant: [Br:1][C:2]1[CH:7]=[CH:6][C:5]([N:8]2[C:12]3[C:13]([F:22])=[C:14]([F:21])[C:15]4[N:16]=[C:17]([CH3:20])[O:18][C:19]=4[C:11]=3[N:10]([S:23]([CH:26]3[CH2:28][CH2:27]3)(=[O:25])=[O:24])C2=O)=[C:4]([F:30])[CH:3]=1.[Li+].[OH-].FC1C2N=COC=2C(NS(C2CC2)(=O)=O)=C(NC2C=CC(I)=CC=2F)C=1F. Product: [Br:1][C:2]1[CH:7]=[CH:6][C:5]([NH:8][C:12]2[C:13]([F:22])=[C:14]([F:21])[C:15]3[N:16]=[C:17]([CH3:20])[O:18][C:19]=3[C:11]=2[NH:10][S:23]([CH:26]2[CH2:28][CH2:27]2)(=[O:24])=[O:25])=[C:4]([F:30])[CH:3]=1. The catalyst class is: 6. (5) Reactant: [C:1]([NH:8][CH2:9][CH2:10][CH2:11][OH:12])([O:3][C:4]([CH3:7])([CH3:6])[CH3:5])=[O:2].C(N(CC)CC)C.[CH3:20][S:21](Cl)(=[O:23])=[O:22].O. Product: [CH3:20][S:21]([O:12][CH2:11][CH2:10][CH2:9][NH:8][C:1]([O:3][C:4]([CH3:5])([CH3:6])[CH3:7])=[O:2])(=[O:23])=[O:22]. The catalyst class is: 4. (6) Reactant: [Cl:1][C:2]1[CH:3]=[C:4]([C:14](OC)=[O:15])[C:5]2[O:9][C:8]([CH2:10][CH2:11][CH3:12])=[CH:7][C:6]=2[CH:13]=1. Product: [Cl:1][C:2]1[CH:3]=[C:4]([CH2:14][OH:15])[C:5]2[O:9][C:8]([CH2:10][CH2:11][CH3:12])=[CH:7][C:6]=2[CH:13]=1. The catalyst class is: 1. (7) Reactant: [Cl:1][C:2]1[CH:24]=[CH:23][C:5]([C:6]([C:8]2[CH:13]=[C:12]([O:14][C:15]([F:18])([F:17])[F:16])[CH:11]=[CH:10][C:9]=2[CH2:19][C:20](=O)[CH3:21])=O)=[CH:4][CH:3]=1.O.[NH2:26][NH2:27].O. Product: [Cl:1][C:2]1[CH:24]=[CH:23][C:5]([C:6]2[C:8]3[CH:13]=[C:12]([O:14][C:15]([F:18])([F:17])[F:16])[CH:11]=[CH:10][C:9]=3[CH2:19][C:20]([CH3:21])=[N:27][N:26]=2)=[CH:4][CH:3]=1. The catalyst class is: 8.